This data is from Catalyst prediction with 721,799 reactions and 888 catalyst types from USPTO. The task is: Predict which catalyst facilitates the given reaction. (1) Reactant: [N+:1]([C:4]1[CH:5]=[CH:6][C:7]2[N:11]=[C:10]([C:12]([O:14][CH2:15][CH3:16])=[O:13])[NH:9][C:8]=2[CH:17]=1)([O-])=O. Product: [NH2:1][C:4]1[CH:5]=[CH:6][C:7]2[N:11]=[C:10]([C:12]([O:14][CH2:15][CH3:16])=[O:13])[NH:9][C:8]=2[CH:17]=1. The catalyst class is: 29. (2) Reactant: [C:1]([O:5][C:6](=[O:22])[NH:7][CH:8]([CH3:21])[C:9](=[N:16][NH:17][C:18]([NH2:20])=[S:19])[CH:10]1SCCCS1)([CH3:4])([CH3:3])[CH3:2].[C:23](=O)([O-])[O-].[Ca+2].IC. Product: [CH3:23][S:19][C:18]1[N:17]=[N:16][C:9]([CH:8]([NH:7][C:6](=[O:22])[O:5][C:1]([CH3:4])([CH3:3])[CH3:2])[CH3:21])=[CH:10][N:20]=1. The catalyst class is: 47. (3) Reactant: [C:1]([O:5][C:6]([N:8]1[CH2:11][C:10](=[O:12])[CH2:9]1)=[O:7])([CH3:4])([CH3:3])[CH3:2].[N+:13]([CH3:16])([O-:15])=[O:14].C(N(CC)CC)C. Product: [C:1]([O:5][C:6]([N:8]1[CH2:9][C:10]([OH:12])([CH2:16][N+:13]([O-:15])=[O:14])[CH2:11]1)=[O:7])([CH3:4])([CH3:2])[CH3:3]. The catalyst class is: 8.